This data is from Drug-target binding data from BindingDB using Kd measurements. The task is: Regression. Given a target protein amino acid sequence and a drug SMILES string, predict the binding affinity score between them. We predict pKd (pKd = -log10(Kd in M); higher means stronger binding). Dataset: bindingdb_kd. (1) The drug is Cc1ccc(NC(=O)c2ccc(CN3CCN(C)CC3)cc2)cc1Nc1nccc(-c2cccnc2)n1. The target protein sequence is MNKMKNFKRRFSLSVPRTETIEESLAEFTEQFNQLHNRRNENLQLGPLGRDPPQECSTFSPTDSGEEPGQLSPGVQFQRRQNQRRFSMEDVSKRLSLPMDIRLPQEFLQKLQMESPDLPKPLSRMSRRASLSDIGFGKLETYVKLDKLGEGTYATVFKGRSKLTENLVALKEIRLEHEEGAPCTAIREVSLLKNLKHANIVTLHDLIHTDRSLTLVFEYLDSDLKQYLDHCGNLMSMHNVKIFMFQLLRGLAYCHHRKILHRDLKPQNLLINERGELKLADFGLARAKSVPTKTYSNEVVTLWYRPPDVLLGSTEYSTPIDMWGVGCIHYEMATGRPLFPGSTVKEELHLIFRLLGTPTEETWPGVTAFSEFRTYSFPCYLPQPLINHAPRLDTDGIHLLSSLLLYESKSRMSAEAALSHSYFRSLGERVHQLEDTASIFSLKEIQLQKDPGYRGLAFQQPGRGKNRRQSIF. The pKd is 5.0. (2) The small molecule is Cn1cc(CC(N)C(=O)[O-])c2ccccc21. The target protein (P0A881) has sequence MAQQSPYSAAMAEQRHQEWLRFVDLLKNAYQNDLHLPLLNLMLTPDEREALGTRVRIVEELLRGEMSQRELKNELGAGIATITRGSNSLKAAPVELRQWLEEVLLKSD. The pKd is 4.6. (3) The drug is O=C(O)CC(O)C(=O)O. The target protein (Q9Z429) has sequence MQQFTIRTRLLMLVGAMFIGFITIELMGFSALQRGVASLNTVYLDRVVPLRDLKTIADLYAVKIVDSSHKARSGRMTYAQAEQEVKDAGRQIDMLWHAYQKTKKIDEEQRSVDALAKLVDEAQDPIERLKGILERGDKAALDTFVENEMYPLIDPLSEGLSHLTQIQVEESKRAYDAAVVLYDSSRTMLALLLLGILICGGVFATRLIRSIIHPLTTLKDAAARVALGDLSQSIQVSGRNEVTDVQQSVQAMQANLRNTLQDIQGSAAQLAAAAEELQTATESTAQGIHRQNDEMQMAATAVTEMSAAVDEVADNANRTSNASHEAMDLADGGRKQVMLTRETIDRLSGKLNETTRTVFRLAEEASNIGRVLDVIRAIAEQTKLLALNAAIEAAHAGEAGRGFAVVADEVRNLAQRTQTSTQEIERMISAIQSVTQEGVRDVQQSCEFAARSQTMSSEADQALTLIAERITEINGMNLVIASAAEEQAQVAREVDRNLVA.... The pKd is 5.1. (4) The compound is CO[C@@H]1[C@H](N(C)C(=O)c2ccccc2)C[C@H]2O[C@]1(C)n1c3ccccc3c3c4c(c5c6ccccc6n2c5c31)C(=O)N[C@H]4O. The target protein (P30291) has sequence MSFLSRQQPPPPRRAGAACTLRQKLIFSPCSDCEEEEEEEEEEGSGHSTGEDSAFQEPDSPLPPARSPTEPGPERRRSPGPAPGSPGELEEDLLLPGACPGADEAGGGAEGDSWEEEGFGSSSPVKSPAAPYFLGSSFSPVRCGGPGDASPRGCGARRAGEGRRSPRPDHPGTPPHKTFRKLRLFDTPHTPKSLLSKARGIDSSSVKLRGSSLFMDTEKSGKREFDVRQTPQVNINPFTPDSLLLHSSGQCRRRKRTYWNDSCGEDMEASDYELEDETRPAKRITITESNMKSRYTTEFHELEKIGSGEFGSVFKCVKRLDGCIYAIKRSKKPLAGSVDEQNALREVYAHAVLGQHSHVVRYFSAWAEDDHMLIQNEYCNGGSLADAISENYRIMSYFKEAELKDLLLQVGRGLRYIHSMSLVHMDIKPSNIFISRTSIPNAASEEGDEDDWASNKVMFKIGDLGHVTRISSPQVEEGDSRFLANEVLQENYTHLPKADI.... The pKd is 5.4. (5) The target protein sequence is MALSDLVLLRWLRDSRHSRKLILFIVFLALLLDNMLLTVVVPIIPSYLYSIKHEKNSTEIQTTRPELVVSTSESIFSYYNNSTVLITGNATGTLPGGQSHKATSTQHTVANTTVPSDCPSEDRDLLNENVQVGLLFASKATVQLLTNPFIGLLTNRIGYPIPMFAGFCIMFISTVMFAFSSSYAFLLIARSLQGIGSSCSSVAGMGMLASVYTDDEERGKPMGIALGGLAMGVLVGPPFGSVLYEFVGKTAPFLVLAALVLLDGAIQLFVLQPSRVQPESQKGTPLTTLLKDPYILIAAGSICFANMGIAMLELALPIWMMETMCSRKWQLGVAFLPASISYLIGTNIFGILAHKMGRWLCALLGMVIVGISILCIPFAKNIYGLIAPNFGVGFAIGMVDSSMMPIMGYLVDLRHVSVYGSVYAIADVAFCMGYAIGPSAGGAIAKAIGFPWLMTIIGIIDIAFAPLCFFLRSPPAKEEKMAILMDHNCPIKRKMYTQNN.... The drug is COc1cc2c(cc1OC)C1CC(=O)C(CC(C)C)CN1CC2. The pKd is 7.0. (6) The small molecule is COC(=O)C[C@@H]1N=C(c2ccc(Cl)cc2)c2c(sc(C(=O)NCCOCCNC(=O)C[C@@H]3N=C(c4ccc(Cl)cc4)c4c(sc(C)c4C)-n4c(C)nnc43)c2C)-n2c(C)nnc21. The target protein sequence is NTKKNGRLTNQLQYLQKVVLKDLWKHSFSWPFQRPVDAVKLQLPDYYTIIKNPMDLNTIKKRLENKYYAKASECIEDFNTMFSNCYLYNKPGDDIVLMAQALEKLFMQKLSQMPQEEKNVLPDSQQQYNVVKTVKVTEQLRHCSEILKEMLAKKHFSYAWPFYNPVDVNALGLHNYYDVVKNPMDLGTIKEKMDNQEYKDAYKFAADVRLMFMNCYKYNPPDHEVVTMARMLQDVFETHFSKIPIEPVE. The pKd is 9.9. (7) The small molecule is N=C(N)NCCCC(NC(=O)c1ccc2ccc3cccc4ccc1c2c34)C(=O)NCC1OC(OC2C(N)CC(N)C(O)C2O)C(N)C(O)C1O. The target protein (P04326) has sequence MEPVDPRLEPWKHPGSQPKTACTNCYCKKCCFHCQVCFITKALGISYGRKKRRQRRRAPQGSQTHQVSLSKQPTSQSRGDPTGPKE. The pKd is 7.5.